The task is: Predict the reaction yield, written as a fraction of the theoretical maximum amount of product (1.0 means a 100% yield; for example, 0.34 means a 34% yield).. This data is from Reaction yield outcomes from USPTO patents with 853,638 reactions. (1) The product is [CH2:26]([C:28]1[N:29]([C:2]2[N:10]=[C:9]3[C:5]([N:6]=[C:7]([CH2:12][CH2:13][N:14]4[CH2:15][C:16]([CH3:19])([OH:18])[CH2:17]4)[N:8]3[CH3:11])=[C:4]([N:20]3[CH2:25][CH2:24][O:23][CH2:22][CH2:21]3)[N:3]=2)[C:30]2[CH:36]=[CH:35][CH:34]=[CH:33][C:31]=2[N:32]=1)[CH3:27]. The reactants are Cl[C:2]1[N:10]=[C:9]2[C:5]([N:6]=[C:7]([CH2:12][CH2:13][N:14]3[CH2:17][C:16]([CH3:19])([OH:18])[CH2:15]3)[N:8]2[CH3:11])=[C:4]([N:20]2[CH2:25][CH2:24][O:23][CH2:22][CH2:21]2)[N:3]=1.[CH2:26]([C:28]1[NH:29][C:30]2[CH:36]=[CH:35][CH:34]=[CH:33][C:31]=2[N:32]=1)[CH3:27].CC(C1C=C(C(C)C)C(C2C=CC=CC=2P(C2CCCCC2)C2CCCCC2)=C(C(C)C)C=1)C.C([O-])([O-])=O.[Cs+].[Cs+]. The catalyst is O1CCOCC1.C1C=CC(/C=C/C(/C=C/C2C=CC=CC=2)=O)=CC=1.C1C=CC(/C=C/C(/C=C/C2C=CC=CC=2)=O)=CC=1.C1C=CC(/C=C/C(/C=C/C2C=CC=CC=2)=O)=CC=1.[Pd].[Pd]. The yield is 0.740. (2) The reactants are [CH2:1]([NH:3][CH2:4][CH2:5][NH:6][C:7]([C:9]1[NH:10][C:11]2[C:16]([CH:17]=1)=[CH:15][C:14]([N+:18]([O-:20])=[O:19])=[CH:13][CH:12]=2)=[O:8])[CH3:2].[CH2:21](OC(C1NC2C(C=1)=CC([N+]([O-])=O)=CC=2)=O)C.C(NCCN)CC. No catalyst specified. The product is [CH2:1]([NH:3][CH2:4][CH2:5][NH:6][C:7]([C:9]1[NH:10][C:11]2[C:16]([CH:17]=1)=[CH:15][C:14]([N+:18]([O-:20])=[O:19])=[CH:13][CH:12]=2)=[O:8])[CH2:2][CH3:21]. The yield is 0.850. (3) The reactants are [CH2:1]([O:3][C:4](=[O:20])[C:5](=[C:7]1[CH2:12][CH2:11][N:10]([C:13]([O:15][C:16]([CH3:19])([CH3:18])[CH3:17])=[O:14])[CH2:9][CH2:8]1)[CH3:6])[CH3:2]. The catalyst is CCO. The product is [CH2:1]([O:3][C:4](=[O:20])[CH:5]([CH:7]1[CH2:8][CH2:9][N:10]([C:13]([O:15][C:16]([CH3:17])([CH3:19])[CH3:18])=[O:14])[CH2:11][CH2:12]1)[CH3:6])[CH3:2]. The yield is 0.476.